This data is from Forward reaction prediction with 1.9M reactions from USPTO patents (1976-2016). The task is: Predict the product of the given reaction. Given the reactants C1(S([N:10]2[C:14]3=[N:15][CH:16]=[C:17](Br)[CH:18]=[C:13]3[C:12]([C:20]#[N:21])=[CH:11]2)(=O)=O)C=CC=CC=1.[F:22][C:23]1[CH:28]=[CH:27][CH:26]=[CH:25][C:24]=1B(O)O.[Li+].[Cl-].C([O-])([O-])=O.[Na+].[Na+], predict the reaction product. The product is: [F:22][C:23]1[CH:28]=[CH:27][CH:26]=[CH:25][C:24]=1[C:17]1[CH:18]=[C:13]2[C:12]([C:20]#[N:21])=[CH:11][NH:10][C:14]2=[N:15][CH:16]=1.